Dataset: Forward reaction prediction with 1.9M reactions from USPTO patents (1976-2016). Task: Predict the product of the given reaction. Given the reactants O[C:2]1[CH:15]=[CH:14][C:5]([C:6]([C:8]2[CH:13]=[CH:12][CH:11]=[CH:10][CH:9]=2)=[O:7])=[CH:4][CH:3]=1.Cl.C[N:18](C)[CH2:19][CH2:20]Cl.C(=O)([O-])[O-:24].[K+].[K+], predict the reaction product. The product is: [NH2:18][CH2:19][CH2:20][O:24][C:9]1[CH:10]=[CH:11][CH:12]=[CH:13][C:8]=1[C:6]([C:5]1[CH:14]=[CH:15][CH:2]=[CH:3][CH:4]=1)=[O:7].